From a dataset of Retrosynthesis with 50K atom-mapped reactions and 10 reaction types from USPTO. Predict the reactants needed to synthesize the given product. (1) Given the product CCC(O)C1CCC(C)=CC1C, predict the reactants needed to synthesize it. The reactants are: CC1=CC(C)C(C=O)CC1.CC[Mg+]. (2) The reactants are: Cc1cc(S(=O)(=O)N(C)C)ccc1B(O)O.Clc1ccccc1-c1cc2nc(Br)cnc2[nH]1. Given the product Cc1cc(S(=O)(=O)N(C)C)ccc1-c1cnc2[nH]c(-c3ccccc3Cl)cc2n1, predict the reactants needed to synthesize it.